Dataset: Catalyst prediction with 721,799 reactions and 888 catalyst types from USPTO. Task: Predict which catalyst facilitates the given reaction. (1) Reactant: [OH-:1].[Ca+2:2].[OH-].[C:4]([OH:12])(=[O:11])[CH:5]([CH2:7][C:8]([OH:10])=[O:9])[OH:6]. Product: [C:4]([O:12][OH:1])(=[O:11])[CH:5]([CH2:7][C:8]([O-:10])=[O:9])[OH:6].[Ca+2:2].[Ca+2:2].[OH:1][O:11][C:4](=[O:12])[CH:5]([CH2:7][C:8]([O-:10])=[O:9])[OH:6].[OH:1][O:11][C:4](=[O:12])[CH:5]([CH2:7][C:8]([O-:10])=[O:9])[OH:6].[OH:1][O:11][C:4](=[O:12])[CH:5]([CH2:7][C:8]([O-:10])=[O:9])[OH:6]. The catalyst class is: 6. (2) Reactant: C([O:4][CH2:5][C:6]([NH:8][C:9]1[CH:36]=[CH:35][C:12]([C:13]([NH:15][C:16]2[S:20][C:19]([NH:21][C:22]3[CH:31]=[CH:30][C:29]4[C:24](=[CH:25][CH:26]=[CH:27][CH:28]=4)[CH:23]=3)=[N:18][C:17]=2[C:32]([NH2:34])=[O:33])=[O:14])=[CH:11][CH:10]=1)=[O:7])(=O)C.C([O-])([O-])=O.[K+].[K+]. Product: [OH:4][CH2:5][C:6]([NH:8][C:9]1[CH:10]=[CH:11][C:12]([C:13]([NH:15][C:16]2[S:20][C:19]([NH:21][C:22]3[CH:31]=[CH:30][C:29]4[C:24](=[CH:25][CH:26]=[CH:27][CH:28]=4)[CH:23]=3)=[N:18][C:17]=2[C:32]([NH2:34])=[O:33])=[O:14])=[CH:35][CH:36]=1)=[O:7]. The catalyst class is: 24.